From a dataset of Full USPTO retrosynthesis dataset with 1.9M reactions from patents (1976-2016). Predict the reactants needed to synthesize the given product. (1) The reactants are: [N+:1]([C:4]1[CH:19]=[CH:18][C:7]([CH2:8][CH:9]2[CH2:12][CH:11]([C:13]([O:15][CH2:16][CH3:17])=[O:14])[CH2:10]2)=[CH:6][CH:5]=1)([O-:3])=[O:2].[C:20]1(C2CC(C(C)C(OCC)=O)C2)C=CC=CC=1. Given the product [N+:1]([C:4]1[CH:5]=[CH:6][C:7]([CH:8]2[CH2:9][CH:12]([CH:11]([CH3:10])[C:13]([O:15][CH2:16][CH3:17])=[O:14])[CH2:20]2)=[CH:18][CH:19]=1)([O-:3])=[O:2], predict the reactants needed to synthesize it. (2) Given the product [Cl:1][C:2]1[CH:25]=[C:24]([C:26]([F:29])([F:27])[F:28])[CH:23]=[CH:22][C:3]=1[CH2:4][N:5]1[C:9](/[CH:10]=[CH:11]/[C:12]([NH:38][S:35]([CH2:30][CH2:31][CH2:32][CH2:33][CH3:34])(=[O:37])=[O:36])=[O:13])=[CH:8][C:7]([O:15][CH:16]2[CH2:21][CH2:20][O:19][CH2:18][CH2:17]2)=[N:6]1, predict the reactants needed to synthesize it. The reactants are: [Cl:1][C:2]1[CH:25]=[C:24]([C:26]([F:29])([F:28])[F:27])[CH:23]=[CH:22][C:3]=1[CH2:4][N:5]1[C:9](/[CH:10]=[CH:11]/[C:12](O)=[O:13])=[CH:8][C:7]([O:15][CH:16]2[CH2:21][CH2:20][O:19][CH2:18][CH2:17]2)=[N:6]1.[CH2:30]([S:35]([NH2:38])(=[O:37])=[O:36])[CH2:31][CH2:32][CH2:33][CH3:34].N12CCCN=C1CCCCC2.Cl.